Dataset: Reaction yield outcomes from USPTO patents with 853,638 reactions. Task: Predict the reaction yield, written as a fraction of the theoretical maximum amount of product (1.0 means a 100% yield; for example, 0.34 means a 34% yield). (1) The reactants are [CH3:1][O:2][C:3]([C@@H:5]1[CH2:7][C@H:6]1[C:8]([OH:10])=O)=[O:4].[B-](F)(F)(F)F.CCOC(C(C#N)=NOC(N(C)C)=[N+](C)C)=O.CN1CCOCC1.[CH3:40][C@H:41]1[CH2:46][CH2:45][C@H:44]([NH2:47])[CH2:43][CH2:42]1. The catalyst is CN(C=O)C. The product is [CH3:1][O:2][C:3]([C@@H:5]1[CH2:7][C@H:6]1[C:8](=[O:10])[NH:47][CH:44]1[CH2:45][CH2:46][CH:41]([CH3:40])[CH2:42][CH2:43]1)=[O:4]. The yield is 0.950. (2) The reactants are [C:1]([N:5]1[C:10](=[O:11])[C:9]([Cl:12])=[C:8]([O:13][CH2:14][C:15]2[CH:20]=[CH:19][C:18]([O:21][CH:22]([CH2:25][CH3:26])[CH2:23][OH:24])=[CH:17][CH:16]=2)[CH:7]=[N:6]1)([CH3:4])([CH3:3])[CH3:2].ClCCl.[C:30]1(C)[C:31]([S:36](Cl)(=[O:38])=[O:37])=[CH:32][CH:33]=[CH:34][CH:35]=1.[CH:41](N(C(C)C)CC)(C)C. The catalyst is O. The product is [C:1]([N:5]1[C:10](=[O:11])[C:9]([Cl:12])=[C:8]([O:13][CH2:14][C:15]2[CH:16]=[CH:17][C:18]([O:21][CH:22]([CH2:25][CH3:26])[CH2:23][O:24][S:36]([C:31]3[CH:30]=[CH:35][C:34]([CH3:41])=[CH:33][CH:32]=3)(=[O:37])=[O:38])=[CH:19][CH:20]=2)[CH:7]=[N:6]1)([CH3:4])([CH3:3])[CH3:2]. The yield is 0.770.